This data is from Full USPTO retrosynthesis dataset with 1.9M reactions from patents (1976-2016). The task is: Predict the reactants needed to synthesize the given product. (1) Given the product [Cl:12][C:9]1[N:10]=[C:11]2[C:6](=[CH:7][CH:8]=1)[N:5]=[CH:4][C:3]([C:13](=[O:15])[CH3:14])=[C:2]2[NH:29][CH:26]1[CH2:25][CH2:24][CH:23]([CH2:22][N:19]2[CH2:20][CH2:21][C@@H:17]([F:16])[CH2:18]2)[CH2:28][CH2:27]1, predict the reactants needed to synthesize it. The reactants are: Cl[C:2]1[C:11]2[C:6](=[CH:7][CH:8]=[C:9]([Cl:12])[N:10]=2)[N:5]=[CH:4][C:3]=1[C:13](=[O:15])[CH3:14].[F:16][C@@H:17]1[CH2:21][CH2:20][N:19]([CH2:22][CH:23]2[CH2:28][CH2:27][CH:26]([NH2:29])[CH2:25][CH2:24]2)[CH2:18]1. (2) Given the product [F:19][C:18]1[CH:17]=[CH:16][C:15]([C:20]([F:22])([F:23])[F:21])=[CH:14][C:13]=1[NH:12][C:5](=[O:6])[C:4]1[CH:8]=[CH:9][C:10]([CH3:11])=[C:2]([I:1])[CH:3]=1, predict the reactants needed to synthesize it. The reactants are: [I:1][C:2]1[CH:3]=[C:4]([CH:8]=[CH:9][C:10]=1[CH3:11])[C:5](Cl)=[O:6].[NH2:12][C:13]1[CH:14]=[C:15]([C:20]([F:23])([F:22])[F:21])[CH:16]=[CH:17][C:18]=1[F:19].C(N(C(C)C)CC)(C)C.